This data is from Forward reaction prediction with 1.9M reactions from USPTO patents (1976-2016). The task is: Predict the product of the given reaction. Given the reactants [CH3:1][O:2][C:3]1[N:8]=[N:7][C:6]([N:9]2[C:13]([C:14]3[CH:19]=[CH:18][C:17]([CH3:20])=[CH:16][N:15]=3)=[CH:12][C:11]([C:21]([OH:23])=O)=[N:10]2)=[CH:5][CH:4]=1.Cl.[CH3:25][NH:26][O:27][CH3:28], predict the reaction product. The product is: [CH3:28][O:27][N:26]([CH3:25])[C:21]([C:11]1[CH:12]=[C:13]([C:14]2[CH:19]=[CH:18][C:17]([CH3:20])=[CH:16][N:15]=2)[N:9]([C:6]2[N:7]=[N:8][C:3]([O:2][CH3:1])=[CH:4][CH:5]=2)[N:10]=1)=[O:23].